From a dataset of Merck oncology drug combination screen with 23,052 pairs across 39 cell lines. Regression. Given two drug SMILES strings and cell line genomic features, predict the synergy score measuring deviation from expected non-interaction effect. (1) Cell line: UACC62. Drug 1: COc1cc(C2c3cc4c(cc3C(OC3OC5COC(C)OC5C(O)C3O)C3COC(=O)C23)OCO4)cc(OC)c1O. Synergy scores: synergy=17.6. Drug 2: O=C(CCCCCCC(=O)Nc1ccccc1)NO. (2) Drug 1: CN(C)C(=N)N=C(N)N. Drug 2: CCN(CC)CCNC(=O)c1c(C)[nH]c(C=C2C(=O)Nc3ccc(F)cc32)c1C. Cell line: PA1. Synergy scores: synergy=7.49. (3) Drug 1: CC(=O)OC1C(=O)C2(C)C(O)CC3OCC3(OC(C)=O)C2C(OC(=O)c2ccccc2)C2(O)CC(OC(=O)C(O)C(NC(=O)c3ccccc3)c3ccccc3)C(C)=C1C2(C)C. Drug 2: O=C(O)C1(Cc2cccc(Nc3nccs3)n2)CCC(Oc2cccc(Cl)c2F)CC1. Synergy scores: synergy=30.2. Cell line: ES2. (4) Drug 1: N#Cc1ccc(Cn2cncc2CN2CCN(c3cccc(Cl)c3)C(=O)C2)cc1. Drug 2: Cn1cc(-c2cnn3c(N)c(Br)c(C4CCCNC4)nc23)cn1. Cell line: A2780. Synergy scores: synergy=21.0.